This data is from Forward reaction prediction with 1.9M reactions from USPTO patents (1976-2016). The task is: Predict the product of the given reaction. Given the reactants C(O[C:4]([C:6]1[C:7]2[S:15][CH:14]=[C:13]([CH2:16][O:17][C:18]3[CH:23]=[C:22]([NH:24][C:25](=[O:33])[C:26]4[CH:31]=[CH:30][CH:29]=[C:28]([Cl:32])[CH:27]=4)[CH:21]=[CH:20][C:19]=3[CH3:34])[C:8]=2[C:9]([NH2:12])=[N:10][CH:11]=1)=[O:5])C.[CH2:35]([CH2:37][NH2:38])[OH:36], predict the reaction product. The product is: [OH:36][CH2:35][CH2:37][NH:38][C:4]([C:6]1[C:7]2[S:15][CH:14]=[C:13]([CH2:16][O:17][C:18]3[CH:23]=[C:22]([NH:24][C:25](=[O:33])[C:26]4[CH:31]=[CH:30][CH:29]=[C:28]([Cl:32])[CH:27]=4)[CH:21]=[CH:20][C:19]=3[CH3:34])[C:8]=2[C:9]([NH2:12])=[N:10][CH:11]=1)=[O:5].